This data is from Forward reaction prediction with 1.9M reactions from USPTO patents (1976-2016). The task is: Predict the product of the given reaction. (1) Given the reactants [C:1]([C:3]([CH3:11])=[C:4]([O-])[C:5]([O:7][CH2:8][CH3:9])=[O:6])#[N:2].[K+].[CH3:13][NH:14][NH2:15].Cl, predict the reaction product. The product is: [NH2:2][C:1]1[N:14]([CH3:13])[N:15]=[C:4]([C:5]([O:7][CH2:8][CH3:9])=[O:6])[C:3]=1[CH3:11]. (2) Given the reactants Cl[CH2:2][C:3]([N:5]1[CH2:10][CH2:9][CH:8]([N:11]2[C:15](=[O:16])[C:14]([CH2:18][CH3:19])([CH3:17])[C:13]([C:20]3[CH:25]=[CH:24][C:23]([O:26][CH3:27])=[C:22]([O:28][CH3:29])[CH:21]=3)=[N:12]2)[CH2:7][CH2:6]1)=[O:4].[C:30]1(=[O:36])[NH:34][C:33](=[O:35])[CH2:32][CH2:31]1, predict the reaction product. The product is: [CH3:29][O:28][C:22]1[CH:21]=[C:20]([C:13]2[C:14]([CH2:18][CH3:19])([CH3:17])[C:15](=[O:16])[N:11]([CH:8]3[CH2:7][CH2:6][N:5]([C:3](=[O:4])[CH2:2][N:34]4[C:30](=[O:36])[CH2:31][CH2:32][C:33]4=[O:35])[CH2:10][CH2:9]3)[N:12]=2)[CH:25]=[CH:24][C:23]=1[O:26][CH3:27]. (3) Given the reactants [Cl:1][C:2]1[CH:10]=[CH:9][C:5]([C:6](Cl)=O)=[C:4]([O:11][CH3:12])[CH:3]=1.ClC1C=C(Cl)C=CC=1C1[C:26]([C:27]2[NH:28][CH:29]=[CH:30][N:31]=2)=[CH:25][N:24]=[C:23]([NH:32][CH2:33][CH2:34][NH:35][C:36]2[CH:41]=[CH:40][C:39]([N+:42]([O-:44])=[O:43])=[CH:38][N:37]=2)[N:22]=1, predict the reaction product. The product is: [Cl:1][C:2]1[CH:10]=[CH:9][C:5]([C:6]2[C:26]([C:27]3[NH:31][CH:30]=[CH:29][N:28]=3)=[CH:25][N:24]=[C:23]([NH:32][CH2:33][CH2:34][NH:35][C:36]3[CH:41]=[CH:40][C:39]([N+:42]([O-:44])=[O:43])=[CH:38][N:37]=3)[N:22]=2)=[C:4]([O:11][CH3:12])[CH:3]=1. (4) Given the reactants [P:1]([O:13][CH2:14][N:15]1[C:19]2=[N:20][CH:21]=[C:22]([C:24](=[O:50])[NH:25][CH:26]3[CH2:31][CH2:30][C:29](=[CH:32][C:33]4[CH:38]=[CH:37][CH:36]=[C:35]([O:39][C:40]5[CH:45]=[CH:44][C:43]([C:46]([F:49])([F:48])[F:47])=[CH:42][N:41]=5)[CH:34]=4)[CH2:28][CH2:27]3)[CH:23]=[C:18]2[CH:17]=[CH:16]1)([O:8]C(C)(C)C)([O:3]C(C)(C)C)=[O:2].FC(F)(F)C(O)=O, predict the reaction product. The product is: [P:1]([OH:8])([OH:3])([O:13][CH2:14][N:15]1[C:19]2=[N:20][CH:21]=[C:22]([C:24](=[O:50])[NH:25][CH:26]3[CH2:27][CH2:28][C:29](=[CH:32][C:33]4[CH:38]=[CH:37][CH:36]=[C:35]([O:39][C:40]5[CH:45]=[CH:44][C:43]([C:46]([F:47])([F:48])[F:49])=[CH:42][N:41]=5)[CH:34]=4)[CH2:30][CH2:31]3)[CH:23]=[C:18]2[CH:17]=[CH:16]1)=[O:2]. (5) Given the reactants Cl.[O:2]1[CH2:7][CH2:6][CH:5]([NH2:8])[CH2:4][CH2:3]1.C(N(CC)CC)C.Cl.C(N=C=NCCCN(C)C)C.OC1C2N=NNC=2C=CC=1.[CH3:38][C:39]1[C:47]([C:48](O)=[O:49])=[CH:46][CH:45]=[C:44]2[C:40]=1[CH:41]=[N:42][NH:43]2, predict the reaction product. The product is: [CH3:38][C:39]1[C:47]([C:48]([NH:8][CH:5]2[CH2:6][CH2:7][O:2][CH2:3][CH2:4]2)=[O:49])=[CH:46][CH:45]=[C:44]2[C:40]=1[CH:41]=[N:42][NH:43]2. (6) Given the reactants Br[C:2]1[CH:26]=[CH:25][C:5]([CH2:6][O:7][C:8]2[CH:13]=[CH:12][C:11]([C:14]3[CH:19]=[CH:18][CH:17]=[CH:16][C:15]=3[F:20])=[C:10]([C:21]([F:24])([F:23])[F:22])[CH:9]=2)=[CH:4][CH:3]=1.[B:27]1([B:27]2[O:31][C:30]([CH3:33])([CH3:32])[C:29]([CH3:35])([CH3:34])[O:28]2)[O:31][C:30]([CH3:33])([CH3:32])[C:29]([CH3:35])([CH3:34])[O:28]1.C(Cl)Cl.C([O-])(=O)C.[K+], predict the reaction product. The product is: [F:20][C:15]1[CH:16]=[CH:17][CH:18]=[CH:19][C:14]=1[C:11]1[CH:12]=[CH:13][C:8]([O:7][CH2:6][C:5]2[CH:25]=[CH:26][C:2]([B:27]3[O:31][C:30]([CH3:33])([CH3:32])[C:29]([CH3:35])([CH3:34])[O:28]3)=[CH:3][CH:4]=2)=[CH:9][C:10]=1[C:21]([F:24])([F:23])[F:22].